Dataset: Full USPTO retrosynthesis dataset with 1.9M reactions from patents (1976-2016). Task: Predict the reactants needed to synthesize the given product. (1) The reactants are: [Br:1][C:2]1[CH:3]=[C:4]2[NH:10][CH:9]=[C:8]([CH:11]=[O:12])[C:5]2=[N:6][CH:7]=1.[H-].[Na+].[F:15][C:16]1[CH:17]=[C:18]([S:22](Cl)(=[O:24])=[O:23])[CH:19]=[CH:20][CH:21]=1. Given the product [Br:1][C:2]1[CH:3]=[C:4]2[N:10]([S:22]([C:18]3[CH:19]=[CH:20][CH:21]=[C:16]([F:15])[CH:17]=3)(=[O:24])=[O:23])[CH:9]=[C:8]([CH:11]=[O:12])[C:5]2=[N:6][CH:7]=1, predict the reactants needed to synthesize it. (2) Given the product [Cl:25][CH2:6][C:5]1[C:4]([O:17][CH3:16])=[CH:3][CH:2]=[CH:1][N:9]=1, predict the reactants needed to synthesize it. The reactants are: [C:1]([NH2:9])(=O)[C:2]1C=[CH:6][CH:5]=[CH:4][CH:3]=1.ClN1[C:16](=[O:17])N(Cl)C(=O)N(Cl)C1=O.O.[OH-].[K+].[Cl:25]CCl. (3) The reactants are: C([N:8]1[CH2:13][CH2:12][N:11]([C:14]2[CH:19]=[CH:18][N:17]=[C:16]3[NH:20][CH:21]=[C:22]([NH:23][C:24](=[O:31])[C:25]4[CH:30]=[CH:29][CH:28]=[N:27][CH:26]=4)[C:15]=23)[CH2:10][CH2:9]1)C1C=CC=CC=1. Given the product [N:11]1([C:14]2[CH:19]=[CH:18][N:17]=[C:16]3[NH:20][CH:21]=[C:22]([NH:23][C:24](=[O:31])[C:25]4[CH:30]=[CH:29][CH:28]=[N:27][CH:26]=4)[C:15]=23)[CH2:10][CH2:9][NH:8][CH2:13][CH2:12]1, predict the reactants needed to synthesize it. (4) Given the product [Cl:1][C:2]1[C:7]([CH:8]([OH:9])[CH2:21][CH3:22])=[CH:6][N:5]=[C:4]2[N:10]([CH2:13][O:14][CH2:15][CH2:16][Si:17]([CH3:20])([CH3:19])[CH3:18])[CH:11]=[CH:12][C:3]=12, predict the reactants needed to synthesize it. The reactants are: [Cl:1][C:2]1[C:7]([CH:8]=[O:9])=[CH:6][N:5]=[C:4]2[N:10]([CH2:13][O:14][CH2:15][CH2:16][Si:17]([CH3:20])([CH3:19])[CH3:18])[CH:11]=[CH:12][C:3]=12.[CH2:21]([Mg]Br)[CH3:22].O1CCCC1.[Cl-].[NH4+]. (5) Given the product [CH3:1][O:2][C:3](=[O:22])[C:4]1[CH:9]=[CH:8][C:7]([CH2:10][O:11][C:12]2[CH:17]=[C:16]([CH3:18])[C:15]([CH3:19])=[CH:14][C:13]=2[NH:20][S:29]([C:27]2[O:28][C:24]([CH3:23])=[CH:25][CH:26]=2)(=[O:31])=[O:30])=[C:6]([CH3:21])[CH:5]=1, predict the reactants needed to synthesize it. The reactants are: [CH3:1][O:2][C:3](=[O:22])[C:4]1[CH:9]=[CH:8][C:7]([CH2:10][O:11][C:12]2[CH:17]=[C:16]([CH3:18])[C:15]([CH3:19])=[CH:14][C:13]=2[NH2:20])=[C:6]([CH3:21])[CH:5]=1.[CH3:23][C:24]1[O:28][C:27]([S:29](Cl)(=[O:31])=[O:30])=[CH:26][CH:25]=1.C(OCC)(=O)C.O. (6) Given the product [OH:23][C:1]1[CH:2]=[CH:3][CH:4]=[CH:5][C:58]=1[C:59]([NH2:60])=[O:32], predict the reactants needed to synthesize it. The reactants are: [C:1](O)(=[O:23])[CH2:2][CH2:3]/[CH:4]=[CH:5]\C/C=C\C/C=C\C/C=C\C/C=C\C/C=C\CC.CN(C([O:32]N1N=NC2C=CC=NC1=2)=[N+](C)C)C.F[P-](F)(F)(F)(F)F.CCN(C(C)C)C(C)C.[CH3:58][C:59]#[N:60]. (7) The reactants are: Cl[C:2]1[CH:3]=[CH:4][N:5]2[C:10]([C:11]=1[CH3:12])=[C:9]([CH:13]1[CH2:15][CH2:14]1)[CH:8]=[C:7]([C:16]([O:18][CH3:19])=[O:17])[C:6]2=[O:20].[F:21][C:22]1[CH:23]=[C:24]([CH:26]=[CH:27][C:28]=1B1OC(C)(C)C(C)(C)O1)[NH2:25]. Given the product [NH2:25][C:24]1[CH:26]=[CH:27][C:28]([C:2]2[CH:3]=[CH:4][N:5]3[C:10]([C:11]=2[CH3:12])=[C:9]([CH:13]2[CH2:15][CH2:14]2)[CH:8]=[C:7]([C:16]([O:18][CH3:19])=[O:17])[C:6]3=[O:20])=[C:22]([F:21])[CH:23]=1, predict the reactants needed to synthesize it.